This data is from Experimentally validated miRNA-target interactions with 360,000+ pairs, plus equal number of negative samples. The task is: Binary Classification. Given a miRNA mature sequence and a target amino acid sequence, predict their likelihood of interaction. (1) The miRNA is hsa-miR-4663 with sequence AGCUGAGCUCCAUGGACGUGCAGU. The protein sequence of the target gene is MESLSPGGPPGHPYQGEASTCWQLTVRVLEARNLRWADLLSEADPYVILQLSTAPGMKFKTKTLTDTSHPVWNEAFRFLIQSQVKNVLELSIYDEDSVTEDDICFKVLYDISEVLPGKLLRKTFSQSPQGEEELDVEFLMEETSDRPENLITNKVIVARELSCLDVHLDSTGSTAVVADQDKLELELVLKGSYEDTQTSFLGTASAFRFHYMAALETELSGRLRSSRSNGWNGDNSAGYLTVPLRPLTIGKEVTMDVPAPNAPGVRLQLKAEGCPEELAVHLGFNLCAEEQAFLSRRKQV.... Result: 1 (interaction). (2) The miRNA is cel-miR-2209a-3p with sequence AGAGAUCAGCGGUUACACUACA. The protein sequence of the target gene is MTHSPATSEDEERHSASECPEGGSESDSSPDGPGRGPQGTRGRGSGAPGNLASTRGLQGRSMSVPDDAHFSMMVFRIGIPDLHQTKCLRFNPDATIWTAKQQVLCALSESLQDVLNYGLFQPATSGRDANFLEEERLLREYPQSFEKGVPYLEFRYKTRVYKQTNLDEKQLAKLHTKTGLKKFLEYVQLGTSDKVARLLDKGLDPNYHDSDSGETPLTLAAQTEGSVEVIRTLCLGGAHIDFRARDGMTALHKAACARHCLALTALLDLGGSPNYKDRRGLTPLFHTAMVGGDPRCCELL.... Result: 0 (no interaction).